From a dataset of Full USPTO retrosynthesis dataset with 1.9M reactions from patents (1976-2016). Predict the reactants needed to synthesize the given product. Given the product [CH3:1][S:2][C:3]1[CH:4]=[CH:5][C:6]([CH2:9][CH2:10][CH2:11][C:12]([OH:14])=[O:13])=[CH:7][CH:8]=1, predict the reactants needed to synthesize it. The reactants are: [CH3:1][S:2][C:3]1[CH:8]=[CH:7][C:6]([C:9](=O)[CH2:10][CH2:11][C:12]([OH:14])=[O:13])=[CH:5][CH:4]=1.FC(F)(F)C(O)=O.[H-].C([SiH](CC)CC)C.